Dataset: Peptide-MHC class II binding affinity with 134,281 pairs from IEDB. Task: Regression. Given a peptide amino acid sequence and an MHC pseudo amino acid sequence, predict their binding affinity value. This is MHC class II binding data. The peptide sequence is LLFCALASSCQVAFS. The MHC is HLA-DPA10201-DPB10101 with pseudo-sequence HLA-DPA10201-DPB10101. The binding affinity (normalized) is 0.411.